Task: Predict which catalyst facilitates the given reaction.. Dataset: Catalyst prediction with 721,799 reactions and 888 catalyst types from USPTO (1) The catalyst class is: 1. Reactant: [O:1]1[CH2:3][CH:2]1[C:4]1[CH:9]=[CH:8][C:7]([C:10]2[N:14]=[C:13]([C:15]3[C:19]([CH2:20][CH2:21][CH3:22])=[C:18]([C:23]4[CH:28]=[CH:27][CH:26]=[CH:25][CH:24]=4)[O:17][N:16]=3)[O:12][N:11]=2)=[CH:6][CH:5]=1.[Br:29][Si](CC)(CC)CC. Product: [Br:29][CH2:3][CH:2]([C:4]1[CH:9]=[CH:8][C:7]([C:10]2[N:14]=[C:13]([C:15]3[C:19]([CH2:20][CH2:21][CH3:22])=[C:18]([C:23]4[CH:28]=[CH:27][CH:26]=[CH:25][CH:24]=4)[O:17][N:16]=3)[O:12][N:11]=2)=[CH:6][CH:5]=1)[OH:1]. (2) Reactant: Br[CH2:2][C:3]([C:5]1[CH:10]=[C:9]([Cl:11])[CH:8]=[CH:7][C:6]=1[O:12][CH3:13])=O.[CH3:14][O:15][C:16](=[O:24])[CH2:17][CH2:18][CH2:19][CH2:20][C:21](=[O:23])[NH2:22]. Product: [CH3:14][O:15][C:16](=[O:24])[CH2:17][CH2:18][CH2:19][CH2:20][C:21]1[O:23][CH:2]=[C:3]([C:5]2[CH:10]=[C:9]([Cl:11])[CH:8]=[CH:7][C:6]=2[O:12][CH3:13])[N:22]=1. The catalyst class is: 5. (3) Reactant: [Br:1][C:2]1[CH:3]=[N:4][C:5](Cl)=[N:6][CH:7]=1.[N:9]12CCN(CC1)C[CH2:10]2. Product: [Br:1][C:2]1[CH:3]=[N:4][C:5]([C:10]#[N:9])=[N:6][CH:7]=1. The catalyst class is: 374. (4) Reactant: [CH3:1][NH:2][S:3]([C:6]1[CH:7]=[C:8]([O:12][C:13]2[CH:18]=[CH:17][CH:16]=[CH:15][CH:14]=2)[CH:9]=[CH:10][CH:11]=1)(=[O:5])=[O:4].[N:19]([O-:21])=[O:20].[Na+]. Product: [CH3:1][NH:2][S:3]([C:6]1[CH:7]=[C:8]([O:12][C:13]2[CH:18]=[CH:17][C:16]([N+:19]([O-:21])=[O:20])=[CH:15][CH:14]=2)[CH:9]=[CH:10][CH:11]=1)(=[O:4])=[O:5]. The catalyst class is: 67. (5) Reactant: CCOC(/N=N/C(OCC)=O)=O.C1(P(C2C=CC=CC=2)C2C=CC=CC=2)C=CC=CC=1.[CH3:32][CH:33]([OH:36])[CH:34]=[CH2:35].O[C:38]1[CH:39]=[C:40]([CH:43]=[CH:44][CH:45]=1)[CH:41]=[O:42]. Product: [CH3:32][CH:33]([O:36][C:38]1[CH:39]=[C:40]([CH:43]=[CH:44][CH:45]=1)[CH:41]=[O:42])[CH:34]=[CH2:35]. The catalyst class is: 1. (6) Reactant: CC(OI1(OC(C)=O)(OC(C)=O)OC(=O)C2C=CC=CC1=2)=O.[CH:23]1([CH:26]([C:28]2[S:29][C:30]([C:33]3[CH:38]=[CH:37][CH:36]=[C:35]([NH:39][C:40]4[N:45]=[C:44]([C:46]([F:49])([F:48])[F:47])[CH:43]=[CH:42][N:41]=4)[CH:34]=3)=[CH:31][N:32]=2)[OH:27])[CH2:25][CH2:24]1. Product: [CH:23]1([C:26]([C:28]2[S:29][C:30]([C:33]3[CH:38]=[CH:37][CH:36]=[C:35]([NH:39][C:40]4[N:45]=[C:44]([C:46]([F:47])([F:48])[F:49])[CH:43]=[CH:42][N:41]=4)[CH:34]=3)=[CH:31][N:32]=2)=[O:27])[CH2:25][CH2:24]1. The catalyst class is: 96. (7) Reactant: [Br:1][C:2]1[CH:3]=[C:4]([C@@H:8]([NH2:10])[CH3:9])[CH:5]=[CH:6][CH:7]=1.CCN(CC)CC.[C:18](O[C:18]([O:20][C:21]([CH3:24])([CH3:23])[CH3:22])=[O:19])([O:20][C:21]([CH3:24])([CH3:23])[CH3:22])=[O:19].Cl. Product: [C:21]([O:20][C:18](=[O:19])[NH:10][C@H:8]([C:4]1[CH:5]=[CH:6][CH:7]=[C:2]([Br:1])[CH:3]=1)[CH3:9])([CH3:24])([CH3:23])[CH3:22]. The catalyst class is: 2. (8) Reactant: [I:1]N1C(=O)CCC1=O.[NH2:9][C:10]1[N:14]([C:15]2[C:20]([Cl:21])=[CH:19][C:18]([Cl:22])=[CH:17][C:16]=2[Cl:23])[N:13]=[C:12]([C:24]#[N:25])[CH:11]=1. Product: [NH2:9][C:10]1[N:14]([C:15]2[C:20]([Cl:21])=[CH:19][C:18]([Cl:22])=[CH:17][C:16]=2[Cl:23])[N:13]=[C:12]([C:24]#[N:25])[C:11]=1[I:1]. The catalyst class is: 245. (9) Product: [C:15]([O:14][C:3]1[CH:4]=[CH:5][C:6]([OH:10])=[C:7]([C:8]#[N:9])[C:2]=1[Br:1])(=[O:16])[CH3:17]. Reactant: [Br:1][C:2]1[C:7]([C:8]#[N:9])=[C:6]([O:10]C(C)=O)[CH:5]=[CH:4][C:3]=1[O:14][C:15]([CH3:17])=[O:16].CO.C([O-])([O-])=O.[K+].[K+].Cl. The catalyst class is: 4. (10) Reactant: [C:1]1([C:25]2[CH:30]=[CH:29][CH:28]=[CH:27][CH:26]=2)[CH:6]=[CH:5][C:4]([CH2:7][C@@H:8]([NH:17]C(OC(C)(C)C)=O)[CH2:9][C@:10]([CH2:15][OH:16])([CH3:14])[C:11](O)=[O:12])=[CH:3][CH:2]=1.C1C=CC2N(O)N=NC=2C=1.CCN=C=NCCCN(C)C.[OH:52][CH2:53][CH2:54][N:55]1[CH2:59][CH2:58][CH2:57][C:56]1=[O:60].CN1CCOCC1.CC#N.Cl. Product: [O:60]=[C:56]1[CH2:57][CH2:58][CH2:59][N:55]1[CH2:54][CH2:53][O:52][C:11](=[O:12])[C@@:10]([CH2:15][OH:16])([CH3:14])[CH2:9][C@H:8]([NH2:17])[CH2:7][C:4]1[CH:5]=[CH:6][C:1]([C:25]2[CH:30]=[CH:29][CH:28]=[CH:27][CH:26]=2)=[CH:2][CH:3]=1. The catalyst class is: 135.